From a dataset of Reaction yield outcomes from USPTO patents with 853,638 reactions. Predict the reaction yield, written as a fraction of the theoretical maximum amount of product (1.0 means a 100% yield; for example, 0.34 means a 34% yield). (1) The product is [O:32]1[CH:33]=[CH:34][CH2:35][CH:36]1[C:19]1[CH:18]=[C:17]([CH:16]=[CH:21][CH:20]=1)[CH:22]=[O:39]. The reactants are [CH3:22][C:17]1[CH:18]=[CH:19][CH:20]=[CH:21][C:16]=1P([C:16]1[CH:21]=[CH:20][CH:19]=[CH:18][C:17]=1[CH3:22])[C:16]1[CH:21]=[CH:20][CH:19]=[CH:18][C:17]=1[CH3:22].C(N(CC)C(C)C)(C)C.[O:32]1[CH:36]=[CH:35][CH2:34][CH2:33]1.C(OCC)(=[O:39])C. The catalyst is C1(C)C=CC=CC=1.CCCCCC.C1C=CC(/C=C/C(/C=C/C2C=CC=CC=2)=O)=CC=1.C1C=CC(/C=C/C(/C=C/C2C=CC=CC=2)=O)=CC=1.C1C=CC(/C=C/C(/C=C/C2C=CC=CC=2)=O)=CC=1.[Pd].[Pd]. The yield is 0.620. (2) The reactants are Br[CH2:2][CH2:3][CH2:4][O:5][C:6]1[CH:15]=[C:14]2[C:9]([C:10]([O:16][C:17]3[CH:22]=[CH:21][C:20]([NH:23][C:24]([NH:26][C:27]4[CH:32]=[CH:31][C:30]([F:33])=[CH:29][C:28]=4[F:34])=[O:25])=[C:19]([Cl:35])[CH:18]=3)=[CH:11][CH:12]=[N:13]2)=[CH:8][C:7]=1[O:36][CH3:37].C(=O)([O-])[O-].[K+].[K+].[NH:44]1[CH2:49][CH2:48][O:47][CH2:46][CH2:45]1.O. The catalyst is CN(C)C=O. The product is [Cl:35][C:19]1[CH:18]=[C:17]([O:16][C:10]2[C:9]3[C:14](=[CH:15][C:6]([O:5][CH2:4][CH2:3][CH2:2][N:44]4[CH2:49][CH2:48][O:47][CH2:46][CH2:45]4)=[C:7]([O:36][CH3:37])[CH:8]=3)[N:13]=[CH:12][CH:11]=2)[CH:22]=[CH:21][C:20]=1[NH:23][C:24]([NH:26][C:27]1[CH:32]=[CH:31][C:30]([F:33])=[CH:29][C:28]=1[F:34])=[O:25]. The yield is 0.640. (3) The reactants are C([Cl:6])(=O)OCC.[CH2:7]([O:9][CH:10](OCC)[CH:11]1[CH2:15][CH2:14][O:13][CH:12]1OCC)[CH3:8]. No catalyst specified. The product is [Cl:6][CH2:14][CH2:15][C:11](=[CH:10][O:9][CH2:7][CH3:8])[CH:12]=[O:13]. The yield is 0.905. (4) The yield is 0.610. The reactants are C(NC(C)C)(C)C.C([Li])CCC.[CH3:13][C@@H:14]1[C@H:18]([C:19]2[CH:24]=[CH:23][CH:22]=[CH:21][CH:20]=2)[O:17][C:16](=[O:25])[N:15]1[C:26](=[O:35])[CH2:27][CH2:28][C@H:29]([CH3:34])[CH2:30][CH2:31][CH2:32][CH3:33].Br[CH2:37][C:38]([O:40][C:41]([CH3:44])([CH3:43])[CH3:42])=[O:39]. The product is [C:41]([O:40][C:38](=[O:39])[CH2:37][C@@H:27]([C:26]([N:15]1[C@H:14]([CH3:13])[C@H:18]([C:19]2[CH:24]=[CH:23][CH:22]=[CH:21][CH:20]=2)[O:17][C:16]1=[O:25])=[O:35])[CH2:28][C@H:29]([CH3:34])[CH2:30][CH2:31][CH2:32][CH3:33])([CH3:44])([CH3:43])[CH3:42]. The catalyst is C1COCC1. (5) The reactants are [C:1]([O:5][C:6](=[O:17])[NH:7][C@H:8]1[CH2:14][CH2:13][C@@H:12](O)[CH2:11][NH:10][C:9]1=[O:16])([CH3:4])([CH3:3])[CH3:2].C1(P(C2C=CC=CC=2)C2C=CC=CC=2)C=CC=CC=1.N(C(OCC)=O)=NC(OCC)=O.C1(P([N:63]=[N+:64]=[N-:65])(C2C=CC=CC=2)=O)C=CC=CC=1. The catalyst is C1COCC1. The product is [C:1]([O:5][C:6](=[O:17])[NH:7][C@H:8]1[CH2:14][CH2:13][C@H:12]([N:63]=[N+:64]=[N-:65])[CH2:11][NH:10][C:9]1=[O:16])([CH3:4])([CH3:3])[CH3:2]. The yield is 0.700.